Task: Predict the reaction yield, written as a fraction of the theoretical maximum amount of product (1.0 means a 100% yield; for example, 0.34 means a 34% yield).. Dataset: Reaction yield outcomes from USPTO patents with 853,638 reactions (1) The product is [CH3:12][C:10]1[CH:11]=[C:3]([OH:2])[CH:4]=[C:5]2[C:9]=1[NH:8][CH:7]=[C:6]2[CH:13]1[CH2:18][CH2:17][N:16]([CH3:19])[CH2:15][CH2:14]1. The yield is 0.820. The reactants are C[O:2][C:3]1[CH:4]=[C:5]2[C:9](=[C:10]([CH3:12])[CH:11]=1)[NH:8][CH:7]=[C:6]2[CH:13]1[CH2:18][CH2:17][N:16]([CH3:19])[CH2:15][CH2:14]1.Cl.N1C=CC=CC=1. The catalyst is O. (2) The reactants are [CH3:1][Si:2]([CH3:28])([CH3:27])[CH2:3][CH2:4][O:5][CH2:6][N:7]1[C:11]2[N:12]=[CH:13][N:14]=[C:15]([C:16]3[CH:17]=[N:18][N:19]([CH:21]([CH2:25][CH3:26])[CH2:22][CH:23]=O)[CH:20]=3)[C:10]=2[CH:9]=[CH:8]1.C(Cl)Cl.C1(P(C2C=CC=CC=2)C2C=CC=CC=2)C=CC=CC=1.[C:51](Br)(Br)([Br:53])[Br:52]. The catalyst is O. The product is [Br:52][C:51]([Br:53])=[CH:23][CH2:22][CH:21]([N:19]1[CH:20]=[C:16]([C:15]2[C:10]3[CH:9]=[CH:8][N:7]([CH2:6][O:5][CH2:4][CH2:3][Si:2]([CH3:28])([CH3:1])[CH3:27])[C:11]=3[N:12]=[CH:13][N:14]=2)[CH:17]=[N:18]1)[CH2:25][CH3:26]. The yield is 0.100. (3) The reactants are C([O:3][C:4](=[O:18])[C:5]([CH3:17])([S:7]([CH2:10][CH:11]1[CH2:16][CH2:15][O:14][CH2:13][CH2:12]1)(=[O:9])=[O:8])[CH3:6])C.[OH-].[Na+].CC(OC)(C)C. The catalyst is C1COCC1. The product is [CH3:17][C:5]([S:7]([CH2:10][CH:11]1[CH2:12][CH2:13][O:14][CH2:15][CH2:16]1)(=[O:9])=[O:8])([CH3:6])[C:4]([OH:18])=[O:3]. The yield is 0.910.